The task is: Predict the reaction yield, written as a fraction of the theoretical maximum amount of product (1.0 means a 100% yield; for example, 0.34 means a 34% yield).. This data is from Reaction yield outcomes from USPTO patents with 853,638 reactions. The reactants are [Cl:1][C:2]1[CH:8]=[CH:7][C:5]([NH2:6])=[CH:4][CH:3]=1.O=[C:10]1[CH2:15][CH2:14][N:13]([C@H:16]([CH3:20])[CH2:17][C:18]#[N:19])[CH2:12][CH2:11]1.[CH3:21][C:22]1[C:27]([C:28](O)=[O:29])=[C:26]([CH3:31])[N:25]=[CH:24][N:23]=1. No catalyst specified. The product is [Cl:1][C:2]1[CH:8]=[CH:7][C:5]([NH:6][CH:10]2[CH2:15][CH2:14][N:13]([C@H:16]([CH3:20])[CH2:17][CH2:18][NH:19][C:28]([C:27]3[C:22]([CH3:21])=[N:23][CH:24]=[N:25][C:26]=3[CH3:31])=[O:29])[CH2:12][CH2:11]2)=[CH:4][CH:3]=1. The yield is 0.350.